From a dataset of Forward reaction prediction with 1.9M reactions from USPTO patents (1976-2016). Predict the product of the given reaction. (1) Given the reactants [CH2:1]([O:3][C:4]([C:6]1[C:10]([CH3:11])=[CH:9][NH:8][C:7]=1[CH2:12][C:13]([OH:15])=O)=[O:5])[CH3:2].[NH2:16][CH2:17][CH2:18][NH:19][C:20](=[O:22])[CH3:21].Cl.C(N=C=NCCCN(C)C)C.ON1C2C=CC=CC=2N=N1.[OH-].[Na+], predict the reaction product. The product is: [CH2:1]([O:3][C:4]([C:6]1[C:10]([CH3:11])=[CH:9][NH:8][C:7]=1[CH2:12][C:13](=[O:15])[NH:16][CH2:17][CH2:18][NH:19][C:20](=[O:22])[CH3:21])=[O:5])[CH3:2]. (2) Given the reactants [CH3:1][C:2]1([C:7]2[CH:8]=[C:9]([CH:17]=[CH:18][CH:19]=2)[CH2:10][N:11]2[CH:15]=[C:14]([NH2:16])[CH:13]=[N:12]2)[O:6]CCO1.[C:20]1([C:26]2[O:30][CH:29]=[N:28][C:27]=2[C:31](O)=[O:32])[CH:25]=[CH:24][CH:23]=[CH:22][CH:21]=1, predict the reaction product. The product is: [C:2]([C:7]1[CH:8]=[C:9]([CH:17]=[CH:18][CH:19]=1)[CH2:10][N:11]1[CH:15]=[C:14]([NH:16][C:31]([C:27]2[N:28]=[CH:29][O:30][C:26]=2[C:20]2[CH:21]=[CH:22][CH:23]=[CH:24][CH:25]=2)=[O:32])[CH:13]=[N:12]1)(=[O:6])[CH3:1].